Dataset: Reaction yield outcomes from USPTO patents with 853,638 reactions. Task: Predict the reaction yield, written as a fraction of the theoretical maximum amount of product (1.0 means a 100% yield; for example, 0.34 means a 34% yield). (1) The yield is 0.610. The reactants are [OH:1][C:2]1([CH3:15])[CH2:7][CH2:6][N:5]([C:8]([O:10][C:11]([CH3:14])([CH3:13])[CH3:12])=[O:9])[CH2:4][CH2:3]1.[H-].[Na+].[CH2:18](Br)[CH:19]=[CH2:20]. The product is [CH2:20]([O:1][C:2]1([CH3:15])[CH2:3][CH2:4][N:5]([C:8]([O:10][C:11]([CH3:14])([CH3:13])[CH3:12])=[O:9])[CH2:6][CH2:7]1)[CH:19]=[CH2:18]. The catalyst is CN(C=O)C. (2) The reactants are C([O:3][C:4](=[O:22])[CH2:5][CH:6]([C:13]1[CH:14]=[C:15]2[C:19](=[CH:20][CH:21]=1)[NH:18][CH:17]=[CH:16]2)[C:7]1[CH:12]=[CH:11][CH:10]=[CH:9][CH:8]=1)C.O.[OH-].[K+]. The catalyst is C(O)C. The product is [NH:18]1[C:19]2[C:15](=[CH:14][C:13]([CH:6]([C:7]3[CH:8]=[CH:9][CH:10]=[CH:11][CH:12]=3)[CH2:5][C:4]([OH:22])=[O:3])=[CH:21][CH:20]=2)[CH:16]=[CH:17]1. The yield is 0.980. (3) The reactants are [CH2:1]([O:3][C:4]([C:6]1([C:9]2[CH:14]=[CH:13][C:12]([C:15]3[CH:20]=[CH:19][C:18]([C:21]4[S:22][C:23]([F:29])=[CH:24][C:25]=4C(O)=O)=[CH:17][C:16]=3[O:30][CH3:31])=[CH:11][CH:10]=2)[CH2:8][CH2:7]1)=[O:5])[CH3:2].C([N:34]([CH2:37]C)CC)C.C1(P(N=[N+]=[N-])(C2C=CC=CC=2)=[O:46])C=CC=CC=1.[Cl:56][C:57]1[CH:62]=[CH:61][C:60]([F:63])=[CH:59][C:58]=1[CH:64]([OH:66])[CH3:65]. The catalyst is C1(C)C=CC=CC=1.O.C(OCC)(=O)C. The product is [CH2:1]([O:3][C:4]([C:6]1([C:9]2[CH:10]=[CH:11][C:12]([C:15]3[CH:20]=[CH:19][C:18]([C:21]4[S:22][C:23]([F:29])=[CH:24][C:25]=4[NH:34][C:37]([O:66][CH:64]([C:58]4[CH:59]=[C:60]([F:63])[CH:61]=[CH:62][C:57]=4[Cl:56])[CH3:65])=[O:46])=[CH:17][C:16]=3[O:30][CH3:31])=[CH:13][CH:14]=2)[CH2:8][CH2:7]1)=[O:5])[CH3:2]. The yield is 0.600. (4) The reactants are [Cl:1][C:2]1[CH:3]=[C:4]2[C:8](=[CH:9][CH:10]=1)[N:7]([S:11]([C:14]1[CH:19]=[CH:18][C:17]([O:20][CH3:21])=[C:16]([N:22]3[CH2:27][CH2:26][NH:25][CH2:24][CH2:23]3)[CH:15]=1)(=[O:13])=[O:12])[CH:6]=[C:5]2[CH3:28].[C:29]([BH3-])#N.[Na+].C=O. The catalyst is CO. The product is [Cl:1][C:2]1[CH:3]=[C:4]2[C:8](=[CH:9][CH:10]=1)[N:7]([S:11]([C:14]1[CH:19]=[CH:18][C:17]([O:20][CH3:21])=[C:16]([N:22]3[CH2:27][CH2:26][N:25]([CH3:29])[CH2:24][CH2:23]3)[CH:15]=1)(=[O:13])=[O:12])[CH:6]=[C:5]2[CH3:28]. The yield is 0.931. (5) The reactants are [CH2:1]([N:3]([CH2:14][CH3:15])[C:4]1[N:9]=[C:8]([CH3:10])[C:7]([N+:11]([O-])=O)=[CH:6][CH:5]=1)[CH3:2].CO.C(N(C1C=CN=C(C)C=1[N+]([O-])=O)CC)C.[ClH:33]. The catalyst is [Pd].C(#N)C. The product is [ClH:33].[ClH:33].[CH2:14]([N:3]([CH2:1][CH3:2])[C:4]1[CH:5]=[CH:6][C:7]([NH2:11])=[C:8]([CH3:10])[N:9]=1)[CH3:15]. The yield is 0.951. (6) The reactants are [Cl:1][C:2]1[CH:9]=[C:6]([CH:7]=O)[C:5]([OH:10])=[CH:4][CH:3]=1.[NH2:11][C:12]1[CH:13]=[C:14]([CH:23]=[CH:24][C:25]=1[Cl:26])[CH2:15][S:16]([CH2:19][C:20](O)=[O:21])(=[O:18])=[O:17]. The catalyst is C(O)(=O)C. The product is [Cl:26][C:25]1[CH:24]=[CH:23][C:14]([CH2:15][S:16]([C:19]2[C:20](=[O:21])[O:10][C:5]3[C:6]([CH:7]=2)=[CH:9][C:2]([Cl:1])=[CH:3][CH:4]=3)(=[O:18])=[O:17])=[CH:13][C:12]=1[NH2:11]. The yield is 0.910.